From a dataset of Forward reaction prediction with 1.9M reactions from USPTO patents (1976-2016). Predict the product of the given reaction. (1) The product is: [F:1][C:2]1[CH:7]=[CH:6][C:5]([C:8]2[CH:9]=[C:10]([CH:12]3[CH2:17][CH2:16][N:15]([C:18]([O:20][C:21]([CH3:24])([CH3:23])[CH3:22])=[O:19])[CH2:14][CH2:13]3)[N:27]([CH3:26])[N:28]=2)=[CH:4][CH:3]=1. Given the reactants [F:1][C:2]1[CH:7]=[CH:6][C:5]([C:8](=O)[CH2:9][C:10]([CH:12]2[CH2:17][CH2:16][N:15]([C:18]([O:20][C:21]([CH3:24])([CH3:23])[CH3:22])=[O:19])[CH2:14][CH2:13]2)=O)=[CH:4][CH:3]=1.[CH3:26][NH:27][NH2:28], predict the reaction product. (2) Given the reactants [Cl:1][C:2]1[CH:33]=[CH:32][C:5]([CH2:6][N:7]2[C:15]3[C:10](=[CH:11][C:12](/[CH:16]=[C:17]4/[C:18](=[O:30])[N:19]([C@@H:23]5[CH2:28][CH2:27][NH:26][CH2:25][C@H:24]5[F:29])[C:20](=[O:22])[S:21]/4)=[CH:13][CH:14]=3)[C:9]([CH3:31])=[N:8]2)=[C:4]([C:34]([F:37])([F:36])[F:35])[CH:3]=1.[CH:38](=O)[CH3:39], predict the reaction product. The product is: [Cl:1][C:2]1[CH:33]=[CH:32][C:5]([CH2:6][N:7]2[C:15]3[C:10](=[CH:11][C:12](/[CH:16]=[C:17]4/[C:18](=[O:30])[N:19]([C@@H:23]5[CH2:28][CH2:27][N:26]([CH2:38][CH3:39])[CH2:25][C@H:24]5[F:29])[C:20](=[O:22])[S:21]/4)=[CH:13][CH:14]=3)[C:9]([CH3:31])=[N:8]2)=[C:4]([C:34]([F:37])([F:36])[F:35])[CH:3]=1. (3) Given the reactants [CH2:1]([O:3][C:4]1[CH:13]=[CH:12][CH:11]=[C:10]2[C:5]=1[CH2:6][CH2:7][C:8]([NH2:17])([C:14]([OH:16])=[O:15])[CH2:9]2)[CH3:2].C(N(CC)CC)C.[C:25](=O)([O:41]N1C(=O)CCC1=O)[O:26][CH2:27][CH:28]1[C:40]2[CH:39]=[CH:38][CH:37]=[CH:36][C:35]=2[C:34]2[C:29]1=[CH:30][CH:31]=[CH:32][CH:33]=2, predict the reaction product. The product is: [C:25]([CH:9]1[C:10]2[C:5](=[C:4]([O:3][CH2:1][CH3:2])[CH:13]=[CH:12][CH:11]=2)[CH2:6][CH2:7][C:8]1([NH2:17])[C:14]([OH:16])=[O:15])([O:26][CH2:27][CH:28]1[C:29]2[C:34](=[CH:33][CH:32]=[CH:31][CH:30]=2)[C:35]2[C:40]1=[CH:39][CH:38]=[CH:37][CH:36]=2)=[O:41].